From a dataset of CYP3A4 inhibition data for predicting drug metabolism from PubChem BioAssay. Regression/Classification. Given a drug SMILES string, predict its absorption, distribution, metabolism, or excretion properties. Task type varies by dataset: regression for continuous measurements (e.g., permeability, clearance, half-life) or binary classification for categorical outcomes (e.g., BBB penetration, CYP inhibition). Dataset: cyp3a4_veith. (1) The molecule is CC(C)C(=O)Nc1sc2c(c1-c1nc3ccccc3[nH]1)CCCC2. The result is 1 (inhibitor). (2) The drug is C[C@@H](C(=O)Nc1ccc2ccccc2c1)[C@@H]1C[C@@]1(C)[C@@H](NC(=O)c1ccncc1Cl)c1ccccc1. The result is 1 (inhibitor). (3) The molecule is O=C(NC(=S)NC1CCSC1=O)c1ccccc1Cl. The result is 1 (inhibitor).